Dataset: Full USPTO retrosynthesis dataset with 1.9M reactions from patents (1976-2016). Task: Predict the reactants needed to synthesize the given product. (1) Given the product [Cl:8][C:9]1[CH:14]=[CH:13][C:12]([C:15]2[CH:16]=[CH:17][C:18]([C:21]#[C:22][C:23]3[CH:24]=[C:25]4[C:30](=[CH:31][CH:32]=3)[N:29]([C:5](=[O:7])[CH3:6])[CH:28]([CH2:33][N:34]3[CH2:35][CH2:36][CH2:37][CH2:38]3)[CH2:27][CH2:26]4)=[N:19][CH:20]=2)=[CH:11][CH:10]=1, predict the reactants needed to synthesize it. The reactants are: C(O[C:5](=[O:7])[CH3:6])(=O)C.[Cl:8][C:9]1[CH:14]=[CH:13][C:12]([C:15]2[CH:16]=[CH:17][C:18]([C:21]#[C:22][C:23]3[CH:24]=[C:25]4[C:30](=[CH:31][CH:32]=3)[NH:29][CH:28]([CH2:33][N:34]3[CH2:38][CH2:37][CH2:36][CH2:35]3)[CH2:27][CH2:26]4)=[N:19][CH:20]=2)=[CH:11][CH:10]=1. (2) The reactants are: [CH3:1][C:2]1([CH3:38])[CH2:11][CH2:10][C:9]2[C:4](=[CH:5][CH:6]=[C:7]([C:12](=[O:37])[CH:13](OS(C3C=CC(C)=CC=3)(=O)=O)[C:14]3[CH:19]=[C:18]([O:20][CH3:21])[C:17]([O:22][CH3:23])=[C:16]([O:24][CH3:25])[CH:15]=3)[CH:8]=2)[O:3]1.[F-:39].[K+]. Given the product [CH3:1][C:2]1([CH3:38])[CH2:11][CH2:10][C:9]2[C:4](=[CH:5][CH:6]=[C:7]([C:12](=[O:37])[CH:13]([F:39])[C:14]3[CH:19]=[C:18]([O:20][CH3:21])[C:17]([O:22][CH3:23])=[C:16]([O:24][CH3:25])[CH:15]=3)[CH:8]=2)[O:3]1, predict the reactants needed to synthesize it. (3) Given the product [CH2:3]([O:5][CH2:6][C:7]1[N:8]([CH2:20][C:21]2([O:26][CH2:28][CH2:27][S:29]([CH3:32])(=[O:31])=[O:30])[CH2:25][CH2:24][CH2:23][CH2:22]2)[C:9]2[C:18]3[CH:17]=[CH:16][CH:15]=[CH:14][C:13]=3[N:12]=[CH:11][C:10]=2[N:19]=1)[CH3:4], predict the reactants needed to synthesize it. The reactants are: [H-].[Na+].[CH2:3]([O:5][CH2:6][C:7]1[N:8]([CH2:20][C:21]2([OH:26])[CH2:25][CH2:24][CH2:23][CH2:22]2)[C:9]2[C:18]3[CH:17]=[CH:16][CH:15]=[CH:14][C:13]=3[N:12]=[CH:11][C:10]=2[N:19]=1)[CH3:4].[CH:27]([S:29]([CH3:32])(=[O:31])=[O:30])=[CH2:28].O. (4) Given the product [CH2:1]([N:8]([S:9]([C:12]1[CH:17]=[CH:16][C:15]([C:18]([F:21])([F:19])[F:20])=[CH:14][CH:13]=1)(=[O:10])=[O:11])[C:22](=[O:23])[O:24][C:25]([CH3:28])([CH3:27])[CH3:26])[C:2]1[CH:3]=[CH:4][CH:5]=[CH:6][CH:7]=1, predict the reactants needed to synthesize it. The reactants are: [CH2:1]([NH:8][S:9]([C:12]1[CH:17]=[CH:16][C:15]([C:18]([F:21])([F:20])[F:19])=[CH:14][CH:13]=1)(=[O:11])=[O:10])[C:2]1[CH:7]=[CH:6][CH:5]=[CH:4][CH:3]=1.[C:22](O[C:22]([O:24][C:25]([CH3:28])([CH3:27])[CH3:26])=[O:23])([O:24][C:25]([CH3:28])([CH3:27])[CH3:26])=[O:23]. (5) Given the product [CH2:1]([O:3][C:4]([C:6]1[CH:7]=[N:8][C:9]2[C:14]([C:15]=1[NH:24][CH2:23][CH2:22][O:21][CH3:20])=[CH:13][CH:12]=[CH:11][C:10]=2[NH2:17])=[O:5])[CH3:2], predict the reactants needed to synthesize it. The reactants are: [CH2:1]([O:3][C:4]([C:6]1[CH:7]=[N:8][C:9]2[C:14]([C:15]=1Cl)=[CH:13][CH:12]=[CH:11][C:10]=2[N+:17]([O-])=O)=[O:5])[CH3:2].[CH3:20][O:21][CH2:22][CH2:23][NH2:24]. (6) Given the product [Br:1][C:2]1[CH:3]=[C:4]([C:9]2[CH:10]=[CH:11][C:12](/[C:15](/[CH3:19])=[CH:16]/[CH2:17][O:18][C:33]3[CH:32]=[CH:31][C:30]([CH2:29][C@H:23]([O:22][CH2:20][CH3:21])[C:24]([O:26][CH2:27][CH3:28])=[O:25])=[CH:35][CH:34]=3)=[CH:13][CH:14]=2)[CH:5]=[C:6]([Br:8])[CH:7]=1, predict the reactants needed to synthesize it. The reactants are: [Br:1][C:2]1[CH:3]=[C:4]([C:9]2[CH:14]=[CH:13][C:12](/[C:15](/[CH3:19])=[CH:16]/[CH2:17][OH:18])=[CH:11][CH:10]=2)[CH:5]=[C:6]([Br:8])[CH:7]=1.[CH2:20]([O:22][C@@H:23]([CH2:29][C:30]1[CH:35]=[CH:34][C:33](O)=[CH:32][CH:31]=1)[C:24]([O:26][CH2:27][CH3:28])=[O:25])[CH3:21]. (7) Given the product [OH:43][C:41]([C:2]1[CH:3]=[CH:4][C:5]2[NH:11][C:10]3[N:12]=[C:13]([C:16]([F:18])([F:17])[F:19])[CH:14]=[CH:15][C:9]=3[CH2:8][N:7]([S:20]([C:23]3[CH:28]=[CH:27][C:26]([O:29][C:30]([F:32])([F:33])[F:31])=[CH:25][CH:24]=3)(=[O:21])=[O:22])[C:6]=2[CH:34]=1)([CH:35]([CH3:37])[CH3:36])[C:40]([O:47][CH2:48][CH3:49])=[O:46], predict the reactants needed to synthesize it. The reactants are: I[C:2]1[CH:3]=[CH:4][C:5]2[NH:11][C:10]3[N:12]=[C:13]([C:16]([F:19])([F:18])[F:17])[CH:14]=[CH:15][C:9]=3[CH2:8][N:7]([S:20]([C:23]3[CH:28]=[CH:27][C:26]([O:29][C:30]([F:33])([F:32])[F:31])=[CH:25][CH:24]=3)(=[O:22])=[O:21])[C:6]=2[CH:34]=1.[CH:35]([Mg]Cl)([CH3:37])[CH3:36].[C:40]([O:47][CH2:48][CH3:49])(=[O:46])[C:41]([O:43]CC)=O.Cl.C([O-])(O)=O.[Na+]. (8) Given the product [Cl:23][C:9]1[C:4]([NH2:1])=[C:5]([NH2:20])[CH:6]=[C:7]([C:10]2[CH:15]=[CH:14][CH:13]=[CH:12][C:11]=2[C:16]([F:19])([F:18])[F:17])[N:8]=1, predict the reactants needed to synthesize it. The reactants are: [N+:1]([C:4]1[C:5]([NH2:20])=[CH:6][C:7]([C:10]2[CH:15]=[CH:14][CH:13]=[CH:12][C:11]=2[C:16]([F:19])([F:18])[F:17])=[N:8][CH:9]=1)([O-])=O.O.O.[Cl:23][Sn]Cl.[OH-].[Na+]. (9) Given the product [C:32]1([S:29]([NH2:28])(=[O:31])=[O:30])[CH:37]=[CH:36][CH:35]=[CH:34][CH:33]=1, predict the reactants needed to synthesize it. The reactants are: C(ON1C2N=CN=C(C)C=2C(NCC2C=CC([N:28](S(C3C=CC=CC=3)(=O)=O)[S:29]([C:32]3[CH:37]=[CH:36][CH:35]=[CH:34][CH:33]=3)(=[O:31])=[O:30])=CC=2)=C(C(OCC)=O)C1=O)C1C=CC=CC=1.CO.[OH-].[Na+].C(=O)(O)[O-].[Na+].